From a dataset of Peptide-MHC class I binding affinity with 185,985 pairs from IEDB/IMGT. Regression. Given a peptide amino acid sequence and an MHC pseudo amino acid sequence, predict their binding affinity value. This is MHC class I binding data. (1) The peptide sequence is IILANERYR. The MHC is HLA-A11:01 with pseudo-sequence HLA-A11:01. The binding affinity (normalized) is 0.186. (2) The peptide sequence is KIMDYGKYK. The MHC is HLA-B18:01 with pseudo-sequence HLA-B18:01. The binding affinity (normalized) is 0.0847. (3) The peptide sequence is YVFPVIFSK. The MHC is Mamu-B17 with pseudo-sequence Mamu-B17. The binding affinity (normalized) is 0.